From a dataset of Full USPTO retrosynthesis dataset with 1.9M reactions from patents (1976-2016). Predict the reactants needed to synthesize the given product. Given the product [CH2:1]([C:5]1([CH2:32][CH2:33][CH2:34][CH3:35])[C:17]2[CH:16]=[C:15]([N:18]([C:25]3[CH:30]=[CH:29][CH:28]=[CH:27][CH:26]=3)[C:19]3[CH:24]=[CH:23][CH:22]=[CH:21][CH:20]=3)[CH:14]=[CH:13][C:12]=2[C:11]2[C:6]1=[CH:7][C:8]([B:41]([OH:44])[OH:42])=[CH:9][CH:10]=2)[CH2:2][CH2:3][CH3:4], predict the reactants needed to synthesize it. The reactants are: [CH2:1]([C:5]1([CH2:32][CH2:33][CH2:34][CH3:35])[C:17]2[CH:16]=[C:15]([N:18]([C:25]3[CH:30]=[CH:29][CH:28]=[CH:27][CH:26]=3)[C:19]3[CH:24]=[CH:23][CH:22]=[CH:21][CH:20]=3)[CH:14]=[CH:13][C:12]=2[C:11]2[C:6]1=[CH:7][C:8](Br)=[CH:9][CH:10]=2)[CH2:2][CH2:3][CH3:4].C([Li])CCC.[B:41](OC)([O:44]C)[O:42]C.Cl.